Dataset: Catalyst prediction with 721,799 reactions and 888 catalyst types from USPTO. Task: Predict which catalyst facilitates the given reaction. (1) Reactant: [CH3:1][PH:2](=[O:6])[O:3][CH2:4][CH3:5].I[C:8]1[CH:13]=[CH:12][C:11]([N+:14]([O-:16])=[O:15])=[CH:10][C:9]=1[CH3:17].CCN(C(C)C)C(C)C. Product: [CH3:1][P:2]([C:8]1[CH:13]=[CH:12][C:11]([N+:14]([O-:16])=[O:15])=[CH:10][C:9]=1[CH3:17])(=[O:6])[O:3][CH2:4][CH3:5]. The catalyst class is: 308. (2) Reactant: O.[OH-].[Li+].C[O:5][C:6]([C:8]1[CH:45]=[CH:44][C:11]([CH2:12][CH:13](/[CH:26]=[CH:27]/[C:28]2[CH:33]=[CH:32][CH:31]=[CH:30][C:29]=2[O:34][CH2:35][CH2:36][CH2:37][N:38]2[CH2:42][CH2:41][O:40][C:39]2=[O:43])[CH2:14][CH2:15][C:16]2[CH:25]=[CH:24][C:19]([C:20]([O:22]C)=[O:21])=[CH:18][CH:17]=2)=[CH:10][CH:9]=1)=[O:7].Cl. Product: [C:6]([C:8]1[CH:9]=[CH:10][C:11]([CH2:12][CH:13](/[CH:26]=[CH:27]/[C:28]2[CH:33]=[CH:32][CH:31]=[CH:30][C:29]=2[O:34][CH2:35][CH2:36][CH2:37][N:38]2[CH2:42][CH2:41][O:40][C:39]2=[O:43])[CH2:14][CH2:15][C:16]2[CH:17]=[CH:18][C:19]([C:20]([OH:22])=[O:21])=[CH:24][CH:25]=2)=[CH:44][CH:45]=1)([OH:7])=[O:5]. The catalyst class is: 20. (3) Reactant: [Br:1][C:2]1[CH:7]=[CH:6][CH:5]=[C:4]([CH2:8]Br)[N:3]=1.[C-:10]#[N:11].[Na+]. Product: [Br:1][C:2]1[N:3]=[C:4]([CH2:8][C:10]#[N:11])[CH:5]=[CH:6][CH:7]=1. The catalyst class is: 829. (4) Reactant: [NH2:1][C:2]1[C:3]2[N:4]([C:17]([CH3:21])=[C:18]([CH3:20])[N:19]=2)[CH:5]=[CH:6][C:7]=1[C:8](=[O:16])[CH:9]=[CH:10][C:11]1[CH:15]=[CH:14][S:13][CH:12]=1.[OH-:22].[Na+].OO.Cl. Product: [NH2:1][C:2]1[C:3]2[N:4]([C:17]([CH3:21])=[C:18]([CH3:20])[N:19]=2)[CH:5]=[CH:6][C:7]=1[C:8](=[O:16])[CH:9]1[O:22][CH:10]1[C:11]1[CH:15]=[CH:14][S:13][CH:12]=1. The catalyst class is: 8.